Predict the product of the given reaction. From a dataset of Forward reaction prediction with 1.9M reactions from USPTO patents (1976-2016). (1) Given the reactants [Cl:1][C:2]1[N:7]=[C:6](Cl)[C:5]([N+:9]([O-:11])=[O:10])=[CH:4][N:3]=1.CCN(C(C)C)C(C)C.[NH2:21][C:22]1[CH:23]=[C:24]([NH:28][C:29](=[O:35])[O:30][C:31]([CH3:34])([CH3:33])[CH3:32])[CH:25]=[CH:26][CH:27]=1, predict the reaction product. The product is: [Cl:1][C:2]1[N:7]=[C:6]([NH:21][C:22]2[CH:23]=[C:24]([NH:28][C:29](=[O:35])[O:30][C:31]([CH3:33])([CH3:32])[CH3:34])[CH:25]=[CH:26][CH:27]=2)[C:5]([N+:9]([O-:11])=[O:10])=[CH:4][N:3]=1. (2) Given the reactants [C:1]([O:5][C:6]([NH:8][CH2:9][C:10]1[CH:15]=[CH:14][C:13]([C:16]2[CH:21]=[CH:20][C:19]([OH:22])=[CH:18][CH:17]=2)=[CH:12][CH:11]=1)=[O:7])([CH3:4])([CH3:3])[CH3:2].Br[CH2:24][C:25]([O:27][CH3:28])=[O:26].C(=O)([O-])[O-].[K+].[K+], predict the reaction product. The product is: [CH3:28][O:27][C:25](=[O:26])[CH2:24][O:22][C:19]1[CH:20]=[CH:21][C:16]([C:13]2[CH:14]=[CH:15][C:10]([CH2:9][NH:8][C:6]([O:5][C:1]([CH3:4])([CH3:2])[CH3:3])=[O:7])=[CH:11][CH:12]=2)=[CH:17][CH:18]=1. (3) Given the reactants C[O:2][C:3](=[O:14])[CH2:4][NH:5][C:6]1[CH:7]=[N:8][C:9]([O:12][CH3:13])=[CH:10][CH:11]=1.[OH-].[Li+].Cl, predict the reaction product. The product is: [CH3:13][O:12][C:9]1[N:8]=[CH:7][C:6]([NH:5][CH2:4][C:3]([OH:14])=[O:2])=[CH:11][CH:10]=1. (4) Given the reactants CCN(C(C)C)C(C)C.CN(C(ON1N=[N:25][C:20]2[CH:21]=[CH:22][CH:23]=[CH:24]C1=2)=[N+](C)C)C.[B-](F)(F)(F)F.Cl.[C:33]1([C:41]2[CH:46]=[CH:45]C=[CH:43][CH:42]=2)[CH:38]=[CH:37][C:36](NC)=[CH:35][CH:34]=1.[CH3:47][N:48]([CH:50]=[O:51])[CH3:49], predict the reaction product. The product is: [C:41]1([C:33]2[CH:34]=[CH:35][CH:36]=[CH:37][CH:38]=2)[CH:42]=[CH:43][C:47]([N:48]([CH3:49])[C:50]([C@@H:23]2[CH2:22][CH2:21][C@H:20]([NH2:25])[CH2:24]2)=[O:51])=[CH:45][CH:46]=1. (5) Given the reactants C([O:3][C:4]([C:6]([CH:17]1[C:26]2[N:25]([CH2:27][C:28]3[CH:33]=[CH:32][C:31]([Cl:34])=[C:30]([Cl:35])[CH:29]=3)[C:24]([CH:36]([CH3:38])[CH3:37])=[N:23][C:22]=2[CH2:21][CH2:20][CH2:19][CH2:18]1)(C(OCC)=O)C(OCC)=O)=[O:5])C.[OH-].[Na+], predict the reaction product. The product is: [NH3:23].[Cl:35][C:30]1[CH:29]=[C:28]([CH2:27][N:25]2[C:26]3[CH:17]([CH2:6][C:4]([OH:5])=[O:3])[CH2:18][CH2:19][CH2:20][CH2:21][C:22]=3[N:23]=[C:24]2[CH:36]([CH3:38])[CH3:37])[CH:33]=[CH:32][C:31]=1[Cl:34]. (6) Given the reactants [C:1]([NH:5][C:6]1[N:10]2[CH:11]=[CH:12][CH:13]=[CH:14][C:9]2=[N:8][C:7]=1[C:15]1[S:16][C:17]([C:20]#[C:21][C:22]2[CH:27]=[CH:26][CH:25]=[CH:24][N:23]=2)=[CH:18][CH:19]=1)([CH3:4])([CH3:3])[CH3:2].O.[Cl:29][Si](C)(C)C, predict the reaction product. The product is: [ClH:29].[C:1]([NH:5][C:6]1[N:10]2[CH:11]=[CH:12][CH:13]=[CH:14][C:9]2=[N:8][C:7]=1[C:15]1[S:16][C:17]([C:20]#[C:21][C:22]2[CH:27]=[CH:26][CH:25]=[CH:24][N:23]=2)=[CH:18][CH:19]=1)([CH3:4])([CH3:2])[CH3:3].